From a dataset of NCI-60 drug combinations with 297,098 pairs across 59 cell lines. Regression. Given two drug SMILES strings and cell line genomic features, predict the synergy score measuring deviation from expected non-interaction effect. (1) Drug 1: C1=NC2=C(N1)C(=S)N=CN2. Drug 2: CC1CCCC2(C(O2)CC(NC(=O)CC(C(C(=O)C(C1O)C)(C)C)O)C(=CC3=CSC(=N3)C)C)C. Cell line: OVCAR-8. Synergy scores: CSS=68.7, Synergy_ZIP=0.515, Synergy_Bliss=-1.38, Synergy_Loewe=-1.34, Synergy_HSA=1.80. (2) Drug 1: C1CCC(CC1)NC(=O)N(CCCl)N=O. Drug 2: CC12CCC3C(C1CCC2O)C(CC4=C3C=CC(=C4)O)CCCCCCCCCS(=O)CCCC(C(F)(F)F)(F)F. Cell line: PC-3. Synergy scores: CSS=14.0, Synergy_ZIP=-0.187, Synergy_Bliss=4.01, Synergy_Loewe=3.47, Synergy_HSA=3.33. (3) Drug 1: C1CC(=O)NC(=O)C1N2CC3=C(C2=O)C=CC=C3N. Drug 2: CCN(CC)CCNC(=O)C1=C(NC(=C1C)C=C2C3=C(C=CC(=C3)F)NC2=O)C. Cell line: EKVX. Synergy scores: CSS=-0.245, Synergy_ZIP=-1.60, Synergy_Bliss=-2.38, Synergy_Loewe=-1.13, Synergy_HSA=-2.19.